From a dataset of Catalyst prediction with 721,799 reactions and 888 catalyst types from USPTO. Predict which catalyst facilitates the given reaction. Reactant: [C:1]1([NH2:8])[C:2]([NH2:7])=[CH:3][CH:4]=[CH:5][CH:6]=1.C(N(CC)CC)C.Br[CH2:17][C:18](OCC)=[O:19]. Product: [NH:7]1[C:2]2[C:1](=[CH:6][CH:5]=[CH:4][CH:3]=2)[NH:8][CH2:17][C:18]1=[O:19]. The catalyst class is: 173.